From a dataset of Reaction yield outcomes from USPTO patents with 853,638 reactions. Predict the reaction yield, written as a fraction of the theoretical maximum amount of product (1.0 means a 100% yield; for example, 0.34 means a 34% yield). (1) The reactants are [C:1]([O:5][C:6]([N:8]1[CH2:17][CH2:16][C:15]2[C:10](=[CH:11][C:12]([C:18]3[N:26]4[C:21]([C:22]([NH2:27])=[N:23][CH:24]=[N:25]4)=[CH:20][CH:19]=3)=[CH:13][CH:14]=2)[CH2:9]1)=[O:7])([CH3:4])([CH3:3])[CH3:2].[Br:28]N1C(C)(C)C(=O)N(Br)C1=O. The catalyst is C1COCC1. The product is [C:1]([O:5][C:6]([N:8]1[CH2:17][CH2:16][C:15]2[C:10](=[CH:11][C:12]([C:18]3[N:26]4[C:21]([C:22]([NH2:27])=[N:23][CH:24]=[N:25]4)=[C:20]([Br:28])[CH:19]=3)=[CH:13][CH:14]=2)[CH2:9]1)=[O:7])([CH3:4])([CH3:2])[CH3:3]. The yield is 0.720. (2) The reactants are [F:1][C:2]([F:19])([F:18])[C:3](=O)[CH2:4][C:5]([C:7]1[CH:12]=[CH:11][C:10]([C:13]([F:16])([F:15])[F:14])=[CH:9][CH:8]=1)=O.[NH2:20][C:21]1[CH:25]=[CH:24][NH:23][N:22]=1. The catalyst is C(O)(=O)C. The product is [F:1][C:2]([F:19])([F:18])[C:3]1[N:22]2[N:23]=[CH:24][CH:25]=[C:21]2[N:20]=[C:5]([C:7]2[CH:12]=[CH:11][C:10]([C:13]([F:16])([F:15])[F:14])=[CH:9][CH:8]=2)[CH:4]=1. The yield is 0.990. (3) The reactants are C([Li])CCC.[CH3:6][C:7]1[N:8]([C:12]([C:25]2[CH:30]=[CH:29][CH:28]=[CH:27][CH:26]=2)([C:19]2[CH:24]=[CH:23][CH:22]=[CH:21][CH:20]=2)[C:13]2[CH:18]=[CH:17][CH:16]=[CH:15][CH:14]=2)[CH:9]=[CH:10][N:11]=1.[Cl:31][C:32]1[CH:39]=[CH:38][C:35]([CH:36]=[O:37])=[CH:34][CH:33]=1. The catalyst is C1COCC1. The product is [Cl:31][C:32]1[CH:39]=[CH:38][C:35]([CH:36]([OH:37])[CH2:6][C:7]2[N:8]([C:12]([C:13]3[CH:18]=[CH:17][CH:16]=[CH:15][CH:14]=3)([C:19]3[CH:20]=[CH:21][CH:22]=[CH:23][CH:24]=3)[C:25]3[CH:30]=[CH:29][CH:28]=[CH:27][CH:26]=3)[CH:9]=[CH:10][N:11]=2)=[CH:34][CH:33]=1. The yield is 0.631. (4) The yield is 0.500. The reactants are [C:1]12([C:7]3[CH:12]=[CH:11][C:10]([N:13]4[CH2:17][C@H:16]([CH2:18][NH:19][C:20](=[O:22])[CH3:21])[O:15][C:14]4=[O:23])=[CH:9][CH:8]=3)[CH2:6][CH:5]1[CH2:4][NH:3][CH2:2]2.C(N(CC)CC)C.Cl[C:32]([O:34][CH2:35][CH:36]=[CH2:37])=[O:33]. The product is [CH2:35]([O:34][C:32]([N:3]1[CH2:4][CH:5]2[C:1]([C:7]3[CH:8]=[CH:9][C:10]([N:13]4[CH2:17][C@H:16]([CH2:18][NH:19][C:20](=[O:22])[CH3:21])[O:15][C:14]4=[O:23])=[CH:11][CH:12]=3)([CH2:6]2)[CH2:2]1)=[O:33])[CH:36]=[CH2:37]. The catalyst is C(Cl)Cl.O. (5) The reactants are O=[C:2]1[CH2:7][CH2:6][N:5]([C:8]2[CH:13]=[CH:12][C:11]([N:14]3[CH2:18][C@H:17]([CH2:19][NH:20][C:21](=[O:23])[CH3:22])[O:16][C:15]3=[O:24])=[CH:10][C:9]=2[F:25])[CH2:4][CH2:3]1.[C-:26]#[N:27].[Na+].[N+:29]([C:32]1[CH:33]=[C:34]([CH:36]=[CH:37][CH:38]=1)[NH2:35])([O-:31])=[O:30]. No catalyst specified. The product is [N+:29]([C:32]1[CH:33]=[C:34]([NH:35][C:2]2([C:26]#[N:27])[CH2:3][CH2:4][N:5]([C:8]3[CH:13]=[CH:12][C:11]([N:14]4[CH2:18][C@H:17]([CH2:19][NH:20][C:21](=[O:23])[CH3:22])[O:16][C:15]4=[O:24])=[CH:10][C:9]=3[F:25])[CH2:6][CH2:7]2)[CH:36]=[CH:37][CH:38]=1)([O-:31])=[O:30]. The yield is 0.520. (6) The reactants are [C:1]([O:5][C:6](=[O:21])[NH:7][CH2:8][CH2:9][CH2:10][O:11][C:12]1[CH:17]=[CH:16][C:15]([N+:18]([O-])=O)=[CH:14][CH:13]=1)([CH3:4])([CH3:3])[CH3:2].O.[Cl-].[NH4+]. The catalyst is CO.[Zn]. The product is [C:1]([O:5][C:6](=[O:21])[NH:7][CH2:8][CH2:9][CH2:10][O:11][C:12]1[CH:13]=[CH:14][C:15]([NH2:18])=[CH:16][CH:17]=1)([CH3:4])([CH3:2])[CH3:3]. The yield is 0.790. (7) The reactants are Cl[C:2]1[N:3]=[CH:4][C:5]2[C:10]([C:11]([NH:13][CH2:14][C:15]3[C:16]([OH:23])=[N:17][C:18]([CH3:22])=[CH:19][C:20]=3[CH3:21])=[O:12])=[C:9]([CH3:24])[N:8]([C@@H:25]([C:27]3[CH:32]=[CH:31][CH:30]=[CH:29][CH:28]=3)[CH3:26])[C:6]=2[N:7]=1.[NH:33]1[CH2:38][CH2:37][O:36][CH2:35][CH2:34]1. No catalyst specified. The product is [OH:23][C:16]1[C:15]([CH2:14][NH:13][C:11]([C:10]2[C:5]3[CH:4]=[N:3][C:2]([N:33]4[CH2:38][CH2:37][O:36][CH2:35][CH2:34]4)=[N:7][C:6]=3[N:8]([C@@H:25]([C:27]3[CH:32]=[CH:31][CH:30]=[CH:29][CH:28]=3)[CH3:26])[C:9]=2[CH3:24])=[O:12])=[C:20]([CH3:21])[CH:19]=[C:18]([CH3:22])[N:17]=1. The yield is 0.705. (8) The reactants are [CH2:1]([C:4]1[C:12]2[C:11]([C:13]([O:15][CH3:16])=[O:14])=[CH:10][CH:9]=[CH:8][C:7]=2[N:6]([S:17]([C:20]2[CH:25]=[CH:24][CH:23]=[CH:22][CH:21]=2)(=[O:19])=[O:18])[CH:5]=1)[CH:2]=C.C[N+]1([O-])CC[O:30]CC1.O1CCCC1.O.I([O-])(=O)(=O)=O.[Na+]. The catalyst is O=[Os](=O)(=O)=O.O. The product is [O:30]=[CH:2][CH2:1][C:4]1[C:12]2[C:11]([C:13]([O:15][CH3:16])=[O:14])=[CH:10][CH:9]=[CH:8][C:7]=2[N:6]([S:17]([C:20]2[CH:25]=[CH:24][CH:23]=[CH:22][CH:21]=2)(=[O:19])=[O:18])[CH:5]=1. The yield is 0.450. (9) The reactants are C(OC([C:6]1[C:10]([C:11]2[CH:16]=[C:15]([Cl:17])[C:14]([O:18][CH2:19][C:20]3[CH:25]=[CH:24][CH:23]=[CH:22][CH:21]=3)=[C:13]([Cl:26])[CH:12]=2)=[CH:9][S:8][C:7]=1[NH:27][C:28](=[O:34])[CH2:29][C:30](OC)=[O:31])=O)C.[H-].[Na+].Cl.C(OCC)C. The catalyst is C1COCC1. The product is [Cl:26][C:13]1[CH:12]=[C:11]([C:10]2[C:6]3[C:30]([OH:31])=[CH:29][C:28](=[O:34])[NH:27][C:7]=3[S:8][CH:9]=2)[CH:16]=[C:15]([Cl:17])[C:14]=1[O:18][CH2:19][C:20]1[CH:25]=[CH:24][CH:23]=[CH:22][CH:21]=1. The yield is 0.790. (10) The reactants are [C:1]([NH:4][C:5]1[CH:13]=[CH:12][CH:11]=[CH:10][C:6]=1[C:7]([NH2:9])=[O:8])(=O)[CH3:2].[OH-].[Na+]. The catalyst is C(O)(=O)C. The product is [CH3:2][C:1]1[NH:9][C:7](=[O:8])[C:6]2[C:5](=[CH:13][CH:12]=[CH:11][CH:10]=2)[N:4]=1. The yield is 0.650.